Task: Predict the product of the given reaction.. Dataset: Forward reaction prediction with 1.9M reactions from USPTO patents (1976-2016) Given the reactants [O:1]=[C:2]1[C:10]2([C:22]3[C:13](=[CH:14][C:15]4[O:20][CH2:19][CH2:18][O:17][C:16]=4[CH:21]=3)[O:12][CH2:11]2)[C:9]2[C:4](=[CH:5][CH:6]=[CH:7][CH:8]=2)[N:3]1[CH2:23][C:24]1[CH:25]=[C:26]([CH:31]=[CH:32][CH:33]=1)[C:27]([O:29]C)=[O:28].[OH-].[Li+], predict the reaction product. The product is: [O:1]=[C:2]1[C:10]2([C:22]3[C:13](=[CH:14][C:15]4[O:20][CH2:19][CH2:18][O:17][C:16]=4[CH:21]=3)[O:12][CH2:11]2)[C:9]2[C:4](=[CH:5][CH:6]=[CH:7][CH:8]=2)[N:3]1[CH2:23][C:24]1[CH:25]=[C:26]([CH:31]=[CH:32][CH:33]=1)[C:27]([OH:29])=[O:28].